This data is from Full USPTO retrosynthesis dataset with 1.9M reactions from patents (1976-2016). The task is: Predict the reactants needed to synthesize the given product. (1) Given the product [F:22][C:15]1[C:14]([F:13])=[CH:19][CH:18]=[C:17]([O:20][CH3:21])[C:16]=1[CH:26]=[O:27], predict the reactants needed to synthesize it. The reactants are: C(NC(C)C)(C)C.[Li]CCCC.[F:13][C:14]1[CH:19]=[CH:18][C:17]([O:20][CH3:21])=[CH:16][C:15]=1[F:22].CN([CH:26]=[O:27])C. (2) Given the product [Br:30][C:11]1[CH:12]=[C:13]2[C:8](=[CH:9][CH:10]=1)[NH:7][C:6]([C:4]([OH:5])=[O:3])=[C:14]2[S:15]([NH:18][CH2:19][CH2:20][CH2:21][CH2:22][C:23]([O:25][C:26]([CH3:29])([CH3:28])[CH3:27])=[O:24])(=[O:16])=[O:17], predict the reactants needed to synthesize it. The reactants are: C([O:3][C:4]([C:6]1[N:7](S(C2C=CC=CC=2)(=O)=O)[C:8]2[C:13]([C:14]=1[S:15]([NH:18][CH2:19][CH2:20][CH2:21][CH2:22][C:23]([O:25][C:26]([CH3:29])([CH3:28])[CH3:27])=[O:24])(=[O:17])=[O:16])=[CH:12][C:11]([Br:30])=[CH:10][CH:9]=2)=[O:5])C.[OH-].[Na+].